This data is from Catalyst prediction with 721,799 reactions and 888 catalyst types from USPTO. The task is: Predict which catalyst facilitates the given reaction. (1) Reactant: [NH2:1][C@H:2]([C:6]([O:8][C:9]([CH3:12])([CH3:11])[CH3:10])=[O:7])[C@@H:3]([CH3:5])[OH:4].Cl.CCN(C(C)C)C(C)C.[NH:23]([C:35]([O:37][CH2:38][CH:39]=[CH2:40])=[O:36])[C@H:24]([C:32](O)=[O:33])[CH2:25][C:26]1[CH:31]=[CH:30][CH:29]=[CH:28][CH:27]=1.C(Cl)CCl. Product: [NH:23]([C:35]([O:37][CH2:38][CH:39]=[CH2:40])=[O:36])[C@H:24]([C:32]([NH:1][C@H:2]([C:6]([O:8][C:9]([CH3:11])([CH3:10])[CH3:12])=[O:7])[C@@H:3]([CH3:5])[OH:4])=[O:33])[CH2:25][C:26]1[CH:31]=[CH:30][CH:29]=[CH:28][CH:27]=1. The catalyst class is: 2. (2) Reactant: ClC([O:4][C:5](Cl)(Cl)Cl)=O.[CH3:9][C:10]1[NH:14][N:13]=[C:12]([O:15][C:16]2[CH:21]=[CH:20][CH:19]=[C:18]([C:22]([F:25])([F:24])[F:23])[CH:17]=2)[CH:11]=1.Cl.[CH2:27]([O:29][NH2:30])[CH3:28].C(N(CC)CC)C. Product: [CH2:27]([O:29][NH:30][C:5]([N:14]1[C:10]([CH3:9])=[CH:11][C:12]([O:15][C:16]2[CH:21]=[CH:20][CH:19]=[C:18]([C:22]([F:25])([F:23])[F:24])[CH:17]=2)=[N:13]1)=[O:4])[CH3:28]. The catalyst class is: 13. (3) Reactant: [CH2:1]([O:3][C:4](=[O:21])[C:5](=[C:7]1[C:16](=O)[C:15]2[C:10](=[CH:11][C:12]([O:19][CH3:20])=[C:13]([Br:18])[CH:14]=2)[O:9][CH2:8]1)O)[CH3:2].Cl.[NH:23]([C:25]1[S:26][CH:27]=[CH:28][N:29]=1)[NH2:24]. Product: [Br:18][C:13]1[C:12]([O:19][CH3:20])=[CH:11][C:10]2[O:9][CH2:8][C:7]3[C:5]([C:4]([O:3][CH2:1][CH3:2])=[O:21])=[N:24][N:23]([C:25]4[S:26][CH:27]=[CH:28][N:29]=4)[C:16]=3[C:15]=2[CH:14]=1. The catalyst class is: 212.